This data is from Full USPTO retrosynthesis dataset with 1.9M reactions from patents (1976-2016). The task is: Predict the reactants needed to synthesize the given product. (1) Given the product [CH3:23][C:4]1[N:5]=[C:6]([CH3:22])[C:7]2[CH:8]=[C:9]([C:10]3[C:11](=[O:21])[O:12][C:13]4[C:18]([CH:19]=3)=[CH:17][CH:16]=[C:15]([F:20])[CH:14]=4)[S:24][C:2]=2[N:3]=1, predict the reactants needed to synthesize it. The reactants are: Cl[C:2]1[C:7]([C:8]#[C:9][C:10]2[C:11](=[O:21])[O:12][C:13]3[C:18]([CH:19]=2)=[CH:17][CH:16]=[C:15]([F:20])[CH:14]=3)=[C:6]([CH3:22])[N:5]=[C:4]([CH3:23])[N:3]=1.[SH-:24].[Na+]. (2) The reactants are: [Cl:1][C:2]1[C:3]2[N:10]([CH2:11][CH2:12][NH:13]C(=O)OC(C)(C)C)[CH:9]=[CH:8][C:4]=2[N:5]=[CH:6][N:7]=1.[Cl:21][C:22]1[CH:23]=[C:24]([CH:26]=[CH:27][C:28]=1[O:29][C:30]1[CH:35]=[CH:34][CH:33]=[C:32]([CH3:36])[CH:31]=1)[NH2:25].C(=O)([O-])O.[Na+]. Given the product [ClH:1].[ClH:21].[NH2:13][CH2:12][CH2:11][N:10]1[C:3]2[C:2]([NH:25][C:24]3[CH:26]=[CH:27][C:28]([O:29][C:30]4[CH:35]=[CH:34][CH:33]=[C:32]([CH3:36])[CH:31]=4)=[C:22]([Cl:21])[CH:23]=3)=[N:7][CH:6]=[N:5][C:4]=2[CH:8]=[CH:9]1, predict the reactants needed to synthesize it. (3) Given the product [Cl:1][C:2]1[CH:3]=[C:4]([CH:12]=[CH:13][C:14]=1[Cl:15])[O:5][CH:6]1[CH2:11][CH2:10][N:9]([C:16]2[CH:21]=[CH:20][C:19]([OH:22])=[CH:18][CH:17]=2)[CH2:8][CH2:7]1, predict the reactants needed to synthesize it. The reactants are: [Cl:1][C:2]1[CH:3]=[C:4]([CH:12]=[CH:13][C:14]=1[Cl:15])[O:5][CH:6]1[CH2:11][CH2:10][NH:9][CH2:8][CH2:7]1.[C:16]1(=O)[CH2:21][CH2:20][C:19](=[O:22])[CH2:18][CH2:17]1. (4) Given the product [F:2][C:3]1[CH:4]=[C:5]2[C:14](=[CH:15][CH:16]=1)[C:8]1([CH2:13][CH2:12][N:11]([C:31]([NH:30][C:27]3[CH:26]=[N:25][C:24]([C:18]4[CH:19]=[CH:20][CH:21]=[CH:22][CH:23]=4)=[CH:29][N:28]=3)=[O:32])[CH2:10][CH2:9]1)[O:7][C:6]2=[O:17], predict the reactants needed to synthesize it. The reactants are: Cl.[F:2][C:3]1[CH:4]=[C:5]2[C:14](=[CH:15][CH:16]=1)[C:8]1([CH2:13][CH2:12][NH:11][CH2:10][CH2:9]1)[O:7][C:6]2=[O:17].[C:18]1([C:24]2[N:25]=[CH:26][C:27]([NH:30][C:31](=O)[O:32]C3C=CC=CC=3)=[N:28][CH:29]=2)[CH:23]=[CH:22][CH:21]=[CH:20][CH:19]=1.C(N(CC)CC)C.O. (5) Given the product [Cl:1][C:2]1[CH:23]=[C:22]([O:24][CH:26]([CH3:28])[CH3:27])[CH:21]=[CH:20][C:3]=1[CH2:4][CH:5]1[CH2:9][CH2:8][N:7]([CH:10]2[CH2:18][CH2:17][C:16]3[C:12](=[CH:13][NH:14][N:15]=3)[CH2:11]2)[C:6]1=[O:19], predict the reactants needed to synthesize it. The reactants are: [Cl:1][C:2]1[CH:23]=[C:22]([OH:24])[CH:21]=[CH:20][C:3]=1[CH2:4][CH:5]1[CH2:9][CH2:8][N:7]([CH:10]2[CH2:18][CH2:17][C:16]3[C:12](=[CH:13][NH:14][N:15]=3)[CH2:11]2)[C:6]1=[O:19].I[CH:26]([CH3:28])[CH3:27].C(=O)([O-])[O-].[K+].[K+].